This data is from Full USPTO retrosynthesis dataset with 1.9M reactions from patents (1976-2016). The task is: Predict the reactants needed to synthesize the given product. (1) Given the product [CH2:27]([NH:30][C:2]1[N:3]=[C:4]([NH:17][CH2:18][CH2:19][CH3:20])[C:5]2[N:11]=[C:10]([NH:3][CH2:4][CH2:5][CH3:6])[N:9]=[C:8]([NH:13][CH2:14][CH2:15][CH3:16])[C:6]=2[N:7]=1)[CH2:28][CH3:29], predict the reactants needed to synthesize it. The reactants are: Cl[C:2]1[N:3]=[C:4]([NH:17][CH2:18][CH2:19][CH3:20])[C:5]2[N:11]=[C:10](Cl)[N:9]=[C:8]([NH:13][CH2:14][CH2:15][CH3:16])[C:6]=2[N:7]=1.C([O-])([O-])=O.[K+].[K+].[CH2:27]([NH2:30])[CH2:28][CH3:29]. (2) The reactants are: Cl[C:2]1[N:7]=[C:6]([N:8]2[CH2:13][CH2:12][N:11](C(OC(C)(C)C)=O)[CH2:10][CH2:9]2)[C:5]([Cl:21])=[CH:4][N:3]=1.C(O)(C(F)(F)F)=O.ClC1N=C(N2CCNCC2)C(Cl)=CN=1.[NH2:43][C:44]1[CH:49]=[CH:48][CH:47]=[CH:46][C:45]=1[NH:50][C:51](=[O:57])[O:52][C:53]([CH3:56])([CH3:55])[CH3:54]. Given the product [Cl:21][C:5]1[C:6]([N:8]2[CH2:9][CH2:10][NH:11][CH2:12][CH2:13]2)=[N:7][C:2]([NH:43][C:44]2[CH:49]=[CH:48][CH:47]=[CH:46][C:45]=2[NH:50][C:51](=[O:57])[O:52][C:53]([CH3:55])([CH3:54])[CH3:56])=[N:3][CH:4]=1, predict the reactants needed to synthesize it. (3) Given the product [N:16]1[CH:17]=[CH:18][CH:19]=[C:14]([C:13]2[O:20][C:2]3[C:3]([C:4]([O:6][CH3:7])=[O:5])=[CH:8][CH:9]=[CH:10][C:11]=3[N:12]=2)[CH:15]=1, predict the reactants needed to synthesize it. The reactants are: O[C:2]1[C:11]([NH:12][C:13](=[O:20])[C:14]2[CH:19]=[CH:18][CH:17]=[N:16][CH:15]=2)=[CH:10][CH:9]=[CH:8][C:3]=1[C:4]([O:6][CH3:7])=[O:5].CC1C=CC(S(O)(=O)=O)=CC=1. (4) Given the product [CH2:24]([O:23][P:22]([CH2:27][C:28]1[CH:33]=[C:32]([O:34][CH2:35][O:36][CH3:37])[C:31]([CH2:38][CH:39]=[C:40]([CH3:65])[CH2:41][CH2:42][CH:43]=[C:44]([CH3:64])[CH2:45][OH:46])=[C:30]([O:66][CH2:67][O:68][CH3:69])[CH:29]=1)(=[O:26])[O:21][CH2:19][CH3:20])[CH3:25], predict the reactants needed to synthesize it. The reactants are: CCCC[N+](CCCC)(CCCC)CCCC.[F-].[CH2:19]([O:21][P:22]([CH2:27][C:28]1[CH:33]=[C:32]([O:34][CH2:35][O:36][CH3:37])[C:31]([CH2:38][CH:39]=[C:40]([CH3:65])[CH2:41][CH2:42][CH:43]=[C:44]([CH3:64])[CH2:45][O:46][Si](C(C)(C)C)(C2C=CC=CC=2)C2C=CC=CC=2)=[C:30]([O:66][CH2:67][O:68][CH3:69])[CH:29]=1)(=[O:26])[O:23][CH2:24][CH3:25])[CH3:20]. (5) Given the product [NH2:18][C@@:9]([C:3]1[CH:4]=[CH:5][CH:6]=[C:7]([F:8])[C:2]=1[F:1])([CH3:10])[CH2:11][C@H:12]([OH:17])[C:13]([F:14])([F:15])[F:16], predict the reactants needed to synthesize it. The reactants are: [F:1][C:2]1[C:7]([F:8])=[CH:6][CH:5]=[CH:4][C:3]=1[C@@:9]([NH:18][S@@](C(C)(C)C)=O)([CH2:11][C@H:12]([OH:17])[C:13]([F:16])([F:15])[F:14])[CH3:10].CO.Cl.O1CCOCC1. (6) Given the product [Cl:1][C:2]1[C:7]([C:8]([NH:10][C:11]2[CH:12]=[C:13]3[C:19]([O:20][CH3:21])=[N:18][NH:17][C:14]3=[N:15][CH:16]=2)=[O:9])=[C:6]([F:22])[C:5]([NH:23][S:24]([CH2:27][CH2:28][CH2:29][OH:30])(=[O:26])=[O:25])=[CH:4][CH:3]=1, predict the reactants needed to synthesize it. The reactants are: [Cl:1][C:2]1[C:7]([C:8]([NH:10][C:11]2[CH:12]=[C:13]3[C:19]([O:20][CH3:21])=[N:18][NH:17][C:14]3=[N:15][CH:16]=2)=[O:9])=[C:6]([F:22])[C:5]([NH:23][S:24]([CH2:27][CH2:28][CH2:29][O:30]C2C=CC(OC)=CC=2)(=[O:26])=[O:25])=[CH:4][CH:3]=1. (7) Given the product [OH:4][CH:5]1[CH2:26][N:25]([CH2:27][CH2:28][CH2:29][CH2:30][CH2:31][CH2:32][C:33]([OH:35])=[O:34])[C:8]2=[N:9][C:10]([C:19]3[CH:24]=[CH:23][CH:22]=[CH:21][CH:20]=3)=[C:11]([C:13]3[CH:14]=[CH:15][CH:16]=[CH:17][CH:18]=3)[N:12]=[C:7]2[CH:6]1[OH:38], predict the reactants needed to synthesize it. The reactants are: C([O:4][CH:5]1[CH2:26][N:25]([CH2:27][CH2:28][CH2:29][CH2:30][CH2:31][CH2:32][C:33]([O:35]CC)=[O:34])[C:8]2=[N:9][C:10]([C:19]3[CH:24]=[CH:23][CH:22]=[CH:21][CH:20]=3)=[C:11]([C:13]3[CH:18]=[CH:17][CH:16]=[CH:15][CH:14]=3)[N:12]=[C:7]2[CH:6]1[O:38]C(=O)C)(=O)C.[Li+].[OH-].Cl. (8) Given the product [C@H:13]([N:12]([CH2:11][CH:10]([O:17][CH3:18])[O:9][CH3:8])[C:30](=[O:31])[CH2:29][CH2:28][O:27][CH2:19][CH2:20][C:21]1[CH:26]=[CH:25][CH:24]=[CH:23][CH:22]=1)([CH2:15][CH3:16])[CH3:14], predict the reactants needed to synthesize it. The reactants are: C(N(CC)CC)C.[CH3:8][O:9][CH:10]([O:17][CH3:18])[CH2:11][NH:12][C@@H:13]([CH2:15][CH3:16])[CH3:14].[CH2:19]([O:27][CH2:28][CH2:29][C:30](Cl)=[O:31])[CH2:20][C:21]1[CH:26]=[CH:25][CH:24]=[CH:23][CH:22]=1. (9) Given the product [CH3:11][O:10][C:6]1[CH:5]=[C:4]([C:2](=[N:13][OH:14])[CH3:1])[CH:9]=[CH:8][CH:7]=1, predict the reactants needed to synthesize it. The reactants are: [CH3:1][C:2]([C:4]1[CH:9]=[CH:8][CH:7]=[C:6]([O:10][CH3:11])[CH:5]=1)=O.Cl.[NH2:13][OH:14].[OH-].[Na+].O.